This data is from NCI-60 drug combinations with 297,098 pairs across 59 cell lines. The task is: Regression. Given two drug SMILES strings and cell line genomic features, predict the synergy score measuring deviation from expected non-interaction effect. (1) Drug 1: CC(C1=C(C=CC(=C1Cl)F)Cl)OC2=C(N=CC(=C2)C3=CN(N=C3)C4CCNCC4)N. Drug 2: CN1CCC(CC1)COC2=C(C=C3C(=C2)N=CN=C3NC4=C(C=C(C=C4)Br)F)OC. Cell line: HL-60(TB). Synergy scores: CSS=3.84, Synergy_ZIP=-2.13, Synergy_Bliss=-3.32, Synergy_Loewe=-22.5, Synergy_HSA=-10.9. (2) Drug 1: COC1=CC(=CC(=C1O)OC)C2C3C(COC3=O)C(C4=CC5=C(C=C24)OCO5)OC6C(C(C7C(O6)COC(O7)C8=CC=CS8)O)O. Drug 2: C1=NC2=C(N1)C(=S)N=C(N2)N. Cell line: HOP-92. Synergy scores: CSS=47.6, Synergy_ZIP=-6.28, Synergy_Bliss=-5.51, Synergy_Loewe=-2.95, Synergy_HSA=-0.988. (3) Drug 1: COC1=NC(=NC2=C1N=CN2C3C(C(C(O3)CO)O)O)N. Drug 2: CC(C)NC(=O)C1=CC=C(C=C1)CNNC.Cl. Cell line: PC-3. Synergy scores: CSS=-0.287, Synergy_ZIP=0.206, Synergy_Bliss=-0.516, Synergy_Loewe=-0.994, Synergy_HSA=-2.05. (4) Drug 1: C1=CC(=CC=C1CCC2=CNC3=C2C(=O)NC(=N3)N)C(=O)NC(CCC(=O)O)C(=O)O. Drug 2: C1CC(=O)NC(=O)C1N2C(=O)C3=CC=CC=C3C2=O. Cell line: OVCAR3. Synergy scores: CSS=26.9, Synergy_ZIP=6.56, Synergy_Bliss=4.29, Synergy_Loewe=-22.7, Synergy_HSA=-3.15. (5) Drug 1: C1CC(C1)(C(=O)O)C(=O)O.[NH2-].[NH2-].[Pt+2]. Drug 2: CN(CCCl)CCCl.Cl. Cell line: UACC62. Synergy scores: CSS=28.2, Synergy_ZIP=-9.03, Synergy_Bliss=-0.566, Synergy_Loewe=-16.6, Synergy_HSA=2.64.